This data is from Full USPTO retrosynthesis dataset with 1.9M reactions from patents (1976-2016). The task is: Predict the reactants needed to synthesize the given product. (1) The reactants are: [CH3:1][N:2]1[C:6]([C:7]([F:10])([F:9])[F:8])=[CH:5][C:4]([OH:11])=[N:3]1.C(N(CC)CC)C.[F:19][C:20]([F:33])([F:32])[S:21](O[S:21]([C:20]([F:33])([F:32])[F:19])(=[O:23])=[O:22])(=[O:23])=[O:22].C(=O)([O-])O.[Na+]. Given the product [F:19][C:20]([F:33])([F:32])[S:21]([O:11][C:4]1[CH:5]=[C:6]([C:7]([F:8])([F:9])[F:10])[N:2]([CH3:1])[N:3]=1)(=[O:23])=[O:22], predict the reactants needed to synthesize it. (2) The reactants are: [CH3:1][C:2]1[S:3][C:4]([C:10]2[CH:15]=[CH:14][CH:13]=[CH:12][CH:11]=2)=[C:5]([C:7]([OH:9])=O)[N:6]=1.C(Cl)(=O)C(Cl)=O.CN(C=O)C.[Cl:27][C:28]1[N:32]2[CH:33]=[CH:34][CH:35]=[CH:36][C:31]2=[N:30][C:29]=1[CH2:37][C@@H:38]1[CH2:43][CH2:42][CH2:41][CH2:40][NH:39]1. Given the product [Cl:27][C:28]1[N:32]2[CH:33]=[CH:34][CH:35]=[CH:36][C:31]2=[N:30][C:29]=1[CH2:37][C@@H:38]1[CH2:43][CH2:42][CH2:41][CH2:40][N:39]1[C:7]([C:5]1[N:6]=[C:2]([CH3:1])[S:3][C:4]=1[C:10]1[CH:15]=[CH:14][CH:13]=[CH:12][CH:11]=1)=[O:9], predict the reactants needed to synthesize it. (3) Given the product [CH2:1]([N:8]1[CH2:14][C:13]2[CH:15]=[CH:16][C:17]([F:20])=[C:18]([CH:21]3[CH2:23][CH2:22]3)[C:12]=2[O:11][CH2:10][CH2:9]1)[C:2]1[CH:7]=[CH:6][CH:5]=[CH:4][CH:3]=1, predict the reactants needed to synthesize it. The reactants are: [CH2:1]([N:8]1[CH2:14][C:13]2[CH:15]=[CH:16][C:17]([F:20])=[C:18](Br)[C:12]=2[O:11][CH2:10][CH2:9]1)[C:2]1[CH:7]=[CH:6][CH:5]=[CH:4][CH:3]=1.[CH:21]1(B(O)O)[CH2:23][CH2:22]1.C(=O)([O-])[O-].[K+].[K+].O1CCOCC1. (4) Given the product [ClH:1].[ClH:1].[NH2:16][CH2:15][C:12]1[N:13]=[CH:14][C:9]([NH:8][C:5]2[CH:6]=[CH:7][C:2]([Cl:1])=[CH:3][C:4]=2[C:25]([F:28])([F:27])[F:26])=[CH:10][C:11]=1[F:24], predict the reactants needed to synthesize it. The reactants are: [Cl:1][C:2]1[CH:7]=[CH:6][C:5]([NH:8][C:9]2[CH:10]=[C:11]([F:24])[C:12]([CH2:15][NH:16]C(=O)OC(C)(C)C)=[N:13][CH:14]=2)=[C:4]([C:25]([F:28])([F:27])[F:26])[CH:3]=1. (5) Given the product [OH:41][C@H:39]([C@@H:31]([NH:30][C:28]([O:27][C:23]([CH3:24])([CH3:26])[CH3:25])=[O:29])[CH2:32][C:33]1[CH:34]=[CH:35][CH:36]=[CH:37][CH:38]=1)[CH2:40][N:9]([CH2:10][C:11]1[CH:12]=[CH:13][C:14]([C:17]2[CH:22]=[CH:21][CH:20]=[CH:19][CH:18]=2)=[CH:15][CH:16]=1)[NH:8][C:6]([O:5][C:1]([CH3:4])([CH3:2])[CH3:3])=[O:7], predict the reactants needed to synthesize it. The reactants are: [C:1]([O:5][C:6]([NH:8][NH:9][CH2:10][C:11]1[CH:16]=[CH:15][C:14]([C:17]2[CH:22]=[CH:21][CH:20]=[CH:19][CH:18]=2)=[CH:13][CH:12]=1)=[O:7])([CH3:4])([CH3:3])[CH3:2].[C:23]([O:27][C:28]([NH:30][C@H:31]([C@H:39]1[O:41][CH2:40]1)[CH2:32][C:33]1[CH:38]=[CH:37][CH:36]=[CH:35][CH:34]=1)=[O:29])([CH3:26])([CH3:25])[CH3:24]. (6) Given the product [CH3:23][N:22]([CH3:24])[C:19]1[CH:20]=[CH:21][C:16]([CH2:15][NH:14][CH:11]2[CH2:10][CH2:9][NH:8][CH2:13][CH2:12]2)=[CH:17][C:18]=1[N+:25]([O-:27])=[O:26], predict the reactants needed to synthesize it. The reactants are: C(OC([N:8]1[CH2:13][CH2:12][CH:11]([NH:14][CH2:15][C:16]2[CH:21]=[CH:20][C:19]([N:22]([CH3:24])[CH3:23])=[C:18]([N+:25]([O-:27])=[O:26])[CH:17]=2)[CH2:10][CH2:9]1)=O)(C)(C)C.Cl. (7) Given the product [CH3:27][O:28][C:29](=[O:39])[CH2:30][C:31]1[CH:36]=[CH:35][CH:34]=[C:33]([CH2:37][O:26][C:4]2[CH:5]=[CH:6][C:7]([CH:8]([CH3:25])[C:9]([OH:24])([C:14]3[CH:15]=[N:16][C:17]4[C:22]([CH:23]=3)=[CH:21][CH:20]=[CH:19][CH:18]=4)[C:10]([F:11])([F:13])[F:12])=[C:2]([Cl:1])[CH:3]=2)[CH:32]=1, predict the reactants needed to synthesize it. The reactants are: [Cl:1][C:2]1[CH:3]=[C:4]([OH:26])[CH:5]=[CH:6][C:7]=1[CH:8]([CH3:25])[C:9]([OH:24])([C:14]1[CH:15]=[N:16][C:17]2[C:22]([CH:23]=1)=[CH:21][CH:20]=[CH:19][CH:18]=2)[C:10]([F:13])([F:12])[F:11].[CH3:27][O:28][C:29](=[O:39])[CH2:30][C:31]1[CH:36]=[CH:35][CH:34]=[C:33]([CH2:37]Cl)[CH:32]=1. (8) Given the product [F:20][C:15]1[CH:14]=[C:13]([C@H:11]2[CH2:12][NH:8][CH2:9][C@@H:10]2[NH:21][C:22](=[O:28])[O:23][C:24]([CH3:26])([CH3:25])[CH3:27])[CH:18]=[CH:17][CH:16]=1, predict the reactants needed to synthesize it. The reactants are: C([N:8]1[CH2:12][C@H:11]([C:13]2[CH:18]=[CH:17][C:16](Cl)=[C:15]([F:20])[CH:14]=2)[C@@H:10]([NH:21][C:22](=[O:28])[O:23][C:24]([CH3:27])([CH3:26])[CH3:25])[CH2:9]1)C1C=CC=CC=1. (9) Given the product [NH2:18][C:15]1[N:16]=[CH:17][C:12]([C:11]#[C:10][CH2:9][OH:8])=[N:13][C:14]=1[C:33]1[O:34][C:35]([C:38]2[CH:43]=[CH:42][CH:41]=[CH:40][CH:39]=2)=[N:36][N:37]=1, predict the reactants needed to synthesize it. The reactants are: Cl.O1CCOCC1.[OH:8][CH2:9][C:10]#[C:11][C:12]1[N:13]=[C:14]([C:33]2[O:34][C:35]([C:38]3[CH:43]=[CH:42][CH:41]=[CH:40][CH:39]=3)=[N:36][N:37]=2)[C:15]([N:18](C(OC(C)(C)C)=O)C(=O)OC(C)(C)C)=[N:16][CH:17]=1. (10) Given the product [Cl:1][C:2]1[CH:3]=[CH:4][C:5]([C:8]([F:15])([F:14])[CH2:9][OH:10])=[N:6][CH:7]=1, predict the reactants needed to synthesize it. The reactants are: [Cl:1][C:2]1[CH:3]=[CH:4][C:5]([C:8]([F:15])([F:14])[C:9](OCC)=[O:10])=[N:6][CH:7]=1.[BH4-].[Na+].